Dataset: Forward reaction prediction with 1.9M reactions from USPTO patents (1976-2016). Task: Predict the product of the given reaction. (1) Given the reactants [CH3:1][C:2]1[CH:3]=[CH:4][C:5]([N:9]2[CH:13]=[CH:12][CH:11]=[CH:10]2)=[C:6]([OH:8])[CH:7]=1.O=[C:15]1[CH2:20][CH2:19][N:18]([C:21]([O:23][C:24]([CH3:27])([CH3:26])[CH3:25])=[O:22])[CH2:17][CH2:16]1.FC(F)(F)C(O)=O, predict the reaction product. The product is: [CH3:1][C:2]1[CH:3]=[CH:4][C:5]2[N:9]3[CH:13]=[CH:12][CH:11]=[C:10]3[C:15]3([CH2:20][CH2:19][N:18]([C:21]([O:23][C:24]([CH3:27])([CH3:26])[CH3:25])=[O:22])[CH2:17][CH2:16]3)[O:8][C:6]=2[CH:7]=1. (2) Given the reactants [C:1]([NH:10][NH2:11])(=[O:9])[CH2:2][CH2:3][CH2:4][CH2:5][CH2:6][CH2:7][CH3:8].[CH3:12][CH:13]([CH2:17][C:18]([CH3:21])([CH3:20])[CH3:19])[CH2:14][CH:15]=O, predict the reaction product. The product is: [CH3:12][CH:13]([CH2:17][C:18]([CH3:21])([CH3:20])[CH3:19])[CH2:14]/[CH:15]=[N:11]/[NH:10][C:1](=[O:9])[CH2:2][CH2:3][CH2:4][CH2:5][CH2:6][CH2:7][CH3:8]. (3) The product is: [Si:2]([O:19][CH2:20][CH2:21]/[CH:22]=[CH:23]/[C@@H:24]([NH:29][C:42](=[O:43])[O:41][C:38]([CH3:40])([CH3:39])[CH3:37])[CH2:25][CH:26]([CH3:27])[CH3:28])([C:15]([CH3:17])([CH3:18])[CH3:16])([C:9]1[CH:10]=[CH:11][CH:12]=[CH:13][CH:14]=1)[C:3]1[CH:4]=[CH:5][CH:6]=[CH:7][CH:8]=1. Given the reactants Cl.[Si:2]([O:19][CH2:20][CH2:21]/[CH:22]=[CH:23]/[C@@H:24]([NH2:29])[CH2:25][CH:26]([CH3:28])[CH3:27])([C:15]([CH3:18])([CH3:17])[CH3:16])([C:9]1[CH:14]=[CH:13][CH:12]=[CH:11][CH:10]=1)[C:3]1[CH:8]=[CH:7][CH:6]=[CH:5][CH:4]=1.CCN(CC)CC.[CH3:37][C:38]([O:41][C:42](O[C:42]([O:41][C:38]([CH3:40])([CH3:39])[CH3:37])=[O:43])=[O:43])([CH3:40])[CH3:39], predict the reaction product. (4) Given the reactants [Br-:1].[K+].N[CH:4]([CH2:8][CH2:9][CH2:10][CH2:11][NH:12][C:13]([O:15][CH2:16][C:17]1[CH:22]=[CH:21][CH:20]=[CH:19][CH:18]=1)=[O:14])[C:5]([OH:7])=[O:6], predict the reaction product. The product is: [CH2:16]([O:15][C:13]([NH:12][CH2:11][CH2:10][CH2:9][CH2:8][C@H:4]([Br:1])[C:5]([OH:7])=[O:6])=[O:14])[C:17]1[CH:22]=[CH:21][CH:20]=[CH:19][CH:18]=1. (5) The product is: [F:35][C:34]([F:37])([F:36])[C:32]([OH:38])=[O:33].[NH:8]1[CH2:9][CH:10]([O:12][C:13]2[CH:14]=[C:15]3[C:24](=[CH:25][C:26]=2[CH:27]([CH3:28])[CH3:29])[O:23][CH2:22][C:21]2[N:16]3[C@H:17]([CH3:31])[C:18](=[O:30])[NH:19][N:20]=2)[CH2:11]1. Given the reactants C(OC([N:8]1[CH2:11][CH:10]([O:12][C:13]2[CH:14]=[C:15]3[C:24](=[CH:25][C:26]=2[CH:27]([CH3:29])[CH3:28])[O:23][CH2:22][C:21]2[N:16]3[C@H:17]([CH3:31])[C:18](=[O:30])[NH:19][N:20]=2)[CH2:9]1)=O)(C)(C)C.[C:32]([OH:38])([C:34]([F:37])([F:36])[F:35])=[O:33], predict the reaction product. (6) Given the reactants [F:1][C:2]1[CH:10]=[C:9]2[C:5]([CH:6]=[N:7][NH:8]2)=[CH:4][C:3]=1[NH2:11].[CH2:12]=[C:13]1[O:17][C:15](=O)[CH2:14]1.[F:18][C:19]1[CH:26]=[CH:25][C:22]([CH:23]=O)=[CH:21][CH:20]=1.[NH2:27][C:28]([NH2:30])=[O:29].[O-]S(C(F)(F)F)(=O)=O.[Yb+3].[O-]S(C(F)(F)F)(=O)=O.[O-]S(C(F)(F)F)(=O)=O, predict the reaction product. The product is: [F:1][C:2]1[CH:10]=[C:9]2[C:5]([CH:6]=[N:7][NH:8]2)=[CH:4][C:3]=1[NH:11][C:15]([C:14]1[CH:23]([C:22]2[CH:25]=[CH:26][C:19]([F:18])=[CH:20][CH:21]=2)[NH:27][C:28](=[O:29])[NH:30][C:13]=1[CH3:12])=[O:17]. (7) Given the reactants [C:1]([O:5][C:6]([N:8]1[CH2:13][CH2:12][CH:11]([CH2:14][C:15]([OH:17])=O)[CH2:10][CH2:9]1)=[O:7])([CH3:4])([CH3:3])[CH3:2].[CH2:18]([NH:20][CH:21]1[CH2:26][CH2:25][N:24]([C:27]([O:29][CH2:30][C:31]2[CH:36]=[CH:35][CH:34]=[CH:33][CH:32]=2)=[O:28])[CH2:23][CH2:22]1)[CH3:19].C(N(CC)CC)C, predict the reaction product. The product is: [CH2:30]([O:29][C:27]([N:24]1[CH2:25][CH2:26][CH:21]([N:20]([CH2:18][CH3:19])[C:15](=[O:17])[CH2:14][CH:11]2[CH2:10][CH2:9][N:8]([C:6]([O:5][C:1]([CH3:2])([CH3:3])[CH3:4])=[O:7])[CH2:13][CH2:12]2)[CH2:22][CH2:23]1)=[O:28])[C:31]1[CH:36]=[CH:35][CH:34]=[CH:33][CH:32]=1. (8) Given the reactants Cl[C:2]1[CH:7]=[CH:6][N:5]2[N:8]=[C:9]([C:24]3[CH:29]=[CH:28][C:27]([F:30])=[CH:26][CH:25]=3)[C:10]([C:11]3[CH:16]=[CH:15][N:14]=[C:13]([NH:17][C:18]4[CH:23]=[CH:22][CH:21]=[CH:20][CH:19]=4)[N:12]=3)=[C:4]2[CH:3]=1.C1(P(C2C=CC=CC=2)C2C=CC3C(=CC=CC=3)C=2C2C3C(=CC=CC=3)C=CC=2P(C2C=CC=CC=2)C2C=CC=CC=2)C=CC=CC=1.C(=O)([O-])[O-].[Cs+].[Cs+].C(OCC)(=O)C.[CH:89]1([NH2:94])[CH2:93][CH2:92][CH2:91][CH2:90]1, predict the reaction product. The product is: [NH:17]([C:13]1[N:12]=[C:11]([C:10]2[C:9]([C:24]3[CH:29]=[CH:28][C:27]([F:30])=[CH:26][CH:25]=3)=[N:8][N:5]3[CH:6]=[CH:7][C:2]([NH:94][CH:89]4[CH2:93][CH2:92][CH2:91][CH2:90]4)=[CH:3][C:4]=23)[CH:16]=[CH:15][N:14]=1)[C:18]1[CH:23]=[CH:22][CH:21]=[CH:20][CH:19]=1.